Dataset: hERG Central: cardiac toxicity at 1µM, 10µM, and general inhibition. Task: Predict hERG channel inhibition at various concentrations. The drug is Cc1nnc2ccc(-c3cccc(NC(=O)c4ccc(Br)o4)c3)nn12. Results: hERG_inhib (hERG inhibition (general)): blocker.